Dataset: Forward reaction prediction with 1.9M reactions from USPTO patents (1976-2016). Task: Predict the product of the given reaction. Given the reactants C1(S(O[CH2:11][CH2:12][N:13]2[CH2:17][C@H:16]([CH:18]([CH3:20])[CH3:19])[N:15]([C:21]3[CH:26]=[CH:25][N:24]4[N:27]=[CH:28][C:29]([C:30]5[CH:35]=[CH:34][C:33]([C:36]6[N:40]=[CH:39][N:38]([CH2:41][O:42][CH2:43][CH2:44][Si:45]([CH3:48])([CH3:47])[CH3:46])[N:37]=6)=[CH:32][CH:31]=5)=[C:23]4[N:22]=3)[C:14]2=[O:49])(=O)=O)C=CC=CC=1.[NH:50]1[CH2:54][CH2:53][CH2:52][CH2:51]1, predict the reaction product. The product is: [CH:18]([C@H:16]1[CH2:17][N:13]([CH2:12][CH2:11][N:50]2[CH2:54][CH2:53][CH2:52][CH2:51]2)[C:14](=[O:49])[N:15]1[C:21]1[CH:26]=[CH:25][N:24]2[N:27]=[CH:28][C:29]([C:30]3[CH:31]=[CH:32][C:33]([C:36]4[N:40]=[CH:39][N:38]([CH2:41][O:42][CH2:43][CH2:44][Si:45]([CH3:48])([CH3:47])[CH3:46])[N:37]=4)=[CH:34][CH:35]=3)=[C:23]2[N:22]=1)([CH3:19])[CH3:20].